From a dataset of Reaction yield outcomes from USPTO patents with 853,638 reactions. Predict the reaction yield, written as a fraction of the theoretical maximum amount of product (1.0 means a 100% yield; for example, 0.34 means a 34% yield). (1) The product is [CH2:1]([C:3]1[CH:11]=[C:10]([CH3:12])[C:9]([N+:13]([O-:15])=[O:14])=[CH:8][C:4]=1[C:5]([OH:7])=[O:6])[CH3:2]. The yield is 0.370. The catalyst is S(=O)(=O)(O)O. The reactants are [CH2:1]([C:3]1[CH:11]=[C:10]([CH3:12])[CH:9]=[CH:8][C:4]=1[C:5]([OH:7])=[O:6])[CH3:2].[N+:13]([O-])([OH:15])=[O:14]. (2) The reactants are [Cl:1][C:2]1[CH:7]=[CH:6][CH:5]=[CH:4][C:3]=1[C:8]1[N:12]=[C:11]([NH2:13])[NH:10][N:9]=1.[CH2:14]([N:16]1[C:24]2[C:19](=[CH:20][C:21]([C:25](=O)[CH2:26][C:27](OCC)=[O:28])=[CH:22][CH:23]=2)[CH:18]=[N:17]1)[CH3:15].CC1C=CC(S(O)(=O)=O)=CC=1. The catalyst is CCCCO. The product is [Cl:1][C:2]1[CH:7]=[CH:6][CH:5]=[CH:4][C:3]=1[C:8]1[N:12]=[C:11]2[NH:13][C:25]([C:21]3[CH:20]=[C:19]4[C:24](=[CH:23][CH:22]=3)[N:16]([CH2:14][CH3:15])[N:17]=[CH:18]4)=[CH:26][C:27](=[O:28])[N:10]2[N:9]=1. The yield is 0.400. (3) The reactants are Cl.[NH2:2][CH2:3][C:4]([C:6]1[CH:11]=[CH:10][CH:9]=[CH:8][CH:7]=1)=[O:5].C(N(CC)CC)C.[CH3:19][S:20](Cl)(=[O:22])=[O:21].Cl. The catalyst is ClCCl.O. The product is [CH3:19][S:20]([NH:2][CH2:3][C:4]([C:6]1[CH:11]=[CH:10][CH:9]=[CH:8][CH:7]=1)=[O:5])(=[O:22])=[O:21]. The yield is 0.570. (4) The reactants are [CH2:1]=[CH:2][CH2:3][CH2:4][CH2:5][CH2:6]CC.[C:9]1([CH:15]([CH3:18])[CH:16]=[CH2:17])[CH:14]=[CH:13][CH:12]=[CH:11][CH:10]=1. No catalyst specified. The product is [C:9]1([CH:15]([CH:16]=[CH:17][CH2:1][CH2:2][CH2:3][CH2:4][CH2:5][CH3:6])[CH3:18])[CH:14]=[CH:13][CH:12]=[CH:11][CH:10]=1. The yield is 0.561. (5) The reactants are C([O:5][C:6]([C:8]1[S:9][C:10]([C:27]2[CH:32]=[CH:31][CH:30]=[CH:29][CH:28]=2)=[CH:11][C:12]=1[C:13](=[O:26])[N:14]([C:18]1[CH:23]=[CH:22][C:21]([Cl:24])=[CH:20][C:19]=1[Cl:25])[CH:15]([CH3:17])[CH3:16])=[O:7])(C)(C)C.FC(F)(F)C(O)=O. The catalyst is C(Cl)Cl. The product is [Cl:25][C:19]1[CH:20]=[C:21]([Cl:24])[CH:22]=[CH:23][C:18]=1[N:14]([CH:15]([CH3:17])[CH3:16])[C:13]([C:12]1[CH:11]=[C:10]([C:27]2[CH:32]=[CH:31][CH:30]=[CH:29][CH:28]=2)[S:9][C:8]=1[C:6]([OH:7])=[O:5])=[O:26]. The yield is 0.840. (6) The reactants are [CH:1]([O:4][C:5]1[C:6]2[C:10]([CH:11]=[CH:12][CH:13]=1)=[N:9][N:8]1[C:14]([CH:19]3[CH2:24][CH2:23][N:22](C(OC(C)(C)C)=O)[CH2:21][CH2:20]3)=[CH:15][C:16](=[O:18])[NH:17][C:7]=21)([CH3:3])[CH3:2].[ClH:32]. The catalyst is O1CCOCC1. The product is [ClH:32].[CH:1]([O:4][C:5]1[C:6]2[C:10]([CH:11]=[CH:12][CH:13]=1)=[N:9][N:8]1[C:14]([CH:19]3[CH2:24][CH2:23][NH:22][CH2:21][CH2:20]3)=[CH:15][C:16](=[O:18])[NH:17][C:7]=21)([CH3:3])[CH3:2]. The yield is 0.990. (7) The reactants are [Cl-].[Mg+2].[Cl-].Cl[C:5]1[N:10]=[CH:9][NH:8][C:7]2=[N:11][CH:12]=[CH:13][C:6]=12.[Cl-].[NH4+].[CH2:16]1COCC1. No catalyst specified. The product is [CH3:16][C:5]1[C:6]2[CH:13]=[CH:12][NH:11][C:7]=2[N:8]=[CH:9][N:10]=1. The yield is 0.690.